Predict the reaction yield, written as a fraction of the theoretical maximum amount of product (1.0 means a 100% yield; for example, 0.34 means a 34% yield). From a dataset of Reaction yield outcomes from USPTO patents with 853,638 reactions. (1) The reactants are C([Si](C)(C)[O:6][CH2:7][CH2:8][NH:9][C:10]1[CH:11]=[C:12]([C:16]2[CH:17]=[C:18]3[C:23](=[CH:24][CH:25]=2)[N:22]([CH3:26])[C:21](=[O:27])[CH2:20][CH2:19]3)[CH:13]=[N:14][CH:15]=1)(C)(C)C.Cl.O1CCOCC1. The product is [OH:6][CH2:7][CH2:8][NH:9][C:10]1[CH:11]=[C:12]([C:16]2[CH:17]=[C:18]3[C:23](=[CH:24][CH:25]=2)[N:22]([CH3:26])[C:21](=[O:27])[CH2:20][CH2:19]3)[CH:13]=[N:14][CH:15]=1. The yield is 0.220. The catalyst is CO. (2) The reactants are [Br:1][C:2]1[CH:3]=[C:4]2[C:9](=[CH:10][CH:11]=1)[CH:8]=[C:7]([CH2:12][OH:13])[CH:6]=[CH:5]2.[Cr](Cl)([O-])(=O)=O.[NH+]1C=CC=CC=1.CCOCC. The catalyst is C(Cl)Cl. The product is [Br:1][C:2]1[CH:3]=[C:4]2[C:9](=[CH:10][CH:11]=1)[CH:8]=[C:7]([CH:12]=[O:13])[CH:6]=[CH:5]2. The yield is 0.940.